From a dataset of Forward reaction prediction with 1.9M reactions from USPTO patents (1976-2016). Predict the product of the given reaction. (1) Given the reactants C[O:2][C:3]1[CH:4]=[C:5]([CH:23]=[CH:24][CH:25]=1)[CH2:6][NH:7][C:8]1[CH:9]=[N:10][CH:11]=[C:12]([CH2:14][C:15]2[CH:20]=[CH:19][CH:18]=[C:17]([O:21]C)[CH:16]=2)[CH:13]=1.B(Br)(Br)Br, predict the reaction product. The product is: [OH:2][C:3]1[CH:4]=[C:5]([CH:23]=[CH:24][CH:25]=1)[CH2:6][NH:7][C:8]1[CH:9]=[N:10][CH:11]=[C:12]([CH2:14][C:15]2[CH:20]=[CH:19][CH:18]=[C:17]([OH:21])[CH:16]=2)[CH:13]=1. (2) Given the reactants [F:1][C:2]1[C:3]([O:30][CH3:31])=[C:4]([C@H:8]([CH3:29])[CH2:9][C@@:10]([C:25]([F:28])([F:27])[F:26])([OH:24])[CH:11]=NC2C=CC=C3C=2C=CC(C)=N3)[CH:5]=[CH:6][CH:7]=1.B(Br)(Br)Br.C([O-])(O)=[O:37].[Na+], predict the reaction product. The product is: [F:1][C:2]1[C:3]([O:30][CH3:31])=[C:4]([C@@H:8]([CH3:29])[CH2:9][C@:10]([OH:24])([C:25]([F:26])([F:27])[F:28])[CH:11]=[O:37])[CH:5]=[CH:6][CH:7]=1. (3) Given the reactants C1(CN2C(=O)C(CCCN3CCN(C)CC3)=CC(C3C=CC(OC)=C(F)C=3)=N2)CC1.[F:31][C:32]1[CH:37]=[CH:36][C:35]([C:38]2[CH:39]=[C:40]([C:45]([O:47]C)=[O:46])[C:41](=[O:44])[NH:42][N:43]=2)=[CH:34][C:33]=1[CH3:49].[Cl:50][C:51]1[CH:58]=[CH:57][CH:56]=[CH:55][C:52]=1[CH2:53]Cl.FC1C=C(F)C=CC=1C1C=C(COS(C)(=O)=O)C(=O)N(CC(C)C)N=1, predict the reaction product. The product is: [C:45]([C:40]1[C:41](=[O:44])[N:42]([CH2:53][C:52]2[CH:55]=[CH:56][CH:57]=[CH:58][C:51]=2[Cl:50])[N:43]=[C:38]([C:35]2[CH:36]=[CH:37][C:32]([F:31])=[C:33]([CH3:49])[CH:34]=2)[CH:39]=1)([OH:47])=[O:46]. (4) Given the reactants CN(C(ON1N=NC2C=CC=NC1=2)=[N+](C)C)C.F[P-](F)(F)(F)(F)F.[NH2:25][C:26]1[C:27]([C:36]([OH:38])=O)=[CH:28][C:29]2[C:34]([CH:35]=1)=[CH:33][CH:32]=[CH:31][CH:30]=2.Cl.[CH3:40][C:41]([O:44][C@H:45]([CH3:52])[C@@H:46]([C:48]([O:50][CH3:51])=[O:49])[NH2:47])([CH3:43])[CH3:42].C(N(C(C)C)CC)(C)C, predict the reaction product. The product is: [NH2:25][C:26]1[C:27]([C:36]([NH:47][C@H:46]([C:48]([O:50][CH3:51])=[O:49])[C@@H:45]([CH3:52])[O:44][C:41]([CH3:43])([CH3:42])[CH3:40])=[O:38])=[CH:28][C:29]2[C:34]([CH:35]=1)=[CH:33][CH:32]=[CH:31][CH:30]=2.